The task is: Regression. Given two drug SMILES strings and cell line genomic features, predict the synergy score measuring deviation from expected non-interaction effect.. This data is from NCI-60 drug combinations with 297,098 pairs across 59 cell lines. (1) Drug 1: CS(=O)(=O)OCCCCOS(=O)(=O)C. Drug 2: CCC1(C2=C(COC1=O)C(=O)N3CC4=CC5=C(C=CC(=C5CN(C)C)O)N=C4C3=C2)O.Cl. Cell line: BT-549. Synergy scores: CSS=20.2, Synergy_ZIP=-2.46, Synergy_Bliss=-0.989, Synergy_Loewe=-2.25, Synergy_HSA=-0.456. (2) Synergy scores: CSS=23.3, Synergy_ZIP=-3.47, Synergy_Bliss=3.75, Synergy_Loewe=4.98, Synergy_HSA=5.46. Drug 2: CCC1=CC2CC(C3=C(CN(C2)C1)C4=CC=CC=C4N3)(C5=C(C=C6C(=C5)C78CCN9C7C(C=CC9)(C(C(C8N6C)(C(=O)OC)O)OC(=O)C)CC)OC)C(=O)OC.C(C(C(=O)O)O)(C(=O)O)O. Cell line: NCI/ADR-RES. Drug 1: CC1C(C(CC(O1)OC2CC(CC3=C2C(=C4C(=C3O)C(=O)C5=C(C4=O)C(=CC=C5)OC)O)(C(=O)CO)O)N)O.Cl.